From a dataset of Aqueous solubility values for 9,982 compounds from the AqSolDB database. Regression/Classification. Given a drug SMILES string, predict its absorption, distribution, metabolism, or excretion properties. Task type varies by dataset: regression for continuous measurements (e.g., permeability, clearance, half-life) or binary classification for categorical outcomes (e.g., BBB penetration, CYP inhibition). For this dataset (solubility_aqsoldb), we predict Y. (1) The drug is Clc1cc(Oc2c(Cl)c(Cl)cc(Cl)c2Cl)c(Cl)c(Cl)c1Cl. The Y is -10.1 log mol/L. (2) The molecule is Clc1cc(Cl)c(Cl)nc1Cl. The Y is -3.86 log mol/L. (3) The molecule is CC(C(=O)O)c1ccc2c(c1)[nH]c1ccc(Cl)cc12. The Y is -4.70 log mol/L. (4) The drug is CCCCCCCC(=O)OOC(=O)CCCCCCC. The Y is -7.61 log mol/L. (5) The drug is C=C(CC(=O)c1ccc(-c2ccccc2Cl)cc1)C(=O)O. The Y is -3.20 log mol/L.